From a dataset of Reaction yield outcomes from USPTO patents with 853,638 reactions. Predict the reaction yield, written as a fraction of the theoretical maximum amount of product (1.0 means a 100% yield; for example, 0.34 means a 34% yield). The reactants are [CH3:1][O:2][C:3]1[CH:4]=[C:5]([C:9]2[C:10]3[N:11]([N:15]=[C:16]([NH2:18])[N:17]=3)[CH:12]=[CH:13][CH:14]=2)[CH:6]=[CH:7][CH:8]=1.Br[C:20]1[CH:25]=[CH:24][N:23]=[C:22]([CH3:26])[CH:21]=1.CC(C)([O-])C.[Na+].C1(P(C2C=C(C)C=C(C)C=2)C2C=CC3C(=CC=CC=3)C=2C2C3C(=CC=CC=3)C=CC=2P(C2C=C(C)C=C(C)C=2)C2C=C(C)C=C(C)C=2)C=C(C)C=C(C)C=1. The catalyst is C1(C)C=CC=CC=1.C1C=CC(/C=C/C(/C=C/C2C=CC=CC=2)=O)=CC=1.C1C=CC(/C=C/C(/C=C/C2C=CC=CC=2)=O)=CC=1.C1C=CC(/C=C/C(/C=C/C2C=CC=CC=2)=O)=CC=1.[Pd].[Pd]. The product is [CH3:1][O:2][C:3]1[CH:4]=[C:5]([C:9]2[C:10]3[N:11]([N:15]=[C:16]([NH:18][C:20]4[CH:25]=[CH:24][N:23]=[C:22]([CH3:26])[CH:21]=4)[N:17]=3)[CH:12]=[CH:13][CH:14]=2)[CH:6]=[CH:7][CH:8]=1. The yield is 0.390.